Dataset: Catalyst prediction with 721,799 reactions and 888 catalyst types from USPTO. Task: Predict which catalyst facilitates the given reaction. (1) Reactant: [Cl:1][C:2]1[CH:7]=[CH:6][C:5]([S:8]([CH2:11][C:12]2[CH:17]=[CH:16][N:15]=[CH:14][CH:13]=2)(=[O:10])=[O:9])=[CH:4][CH:3]=1.[CH2:18]([N:25]1[CH2:30][CH2:29][CH:28](O)[CH2:27][CH2:26]1)[C:19]1[CH:24]=[CH:23][CH:22]=[CH:21][CH:20]=1.C(C=P(CCCC)(CCCC)CCCC)#N. Product: [CH2:18]([N:25]1[CH2:30][CH2:29][CH:28]([CH:11]([S:8]([C:5]2[CH:6]=[CH:7][C:2]([Cl:1])=[CH:3][CH:4]=2)(=[O:10])=[O:9])[C:12]2[CH:13]=[CH:14][N:15]=[CH:16][CH:17]=2)[CH2:27][CH2:26]1)[C:19]1[CH:24]=[CH:23][CH:22]=[CH:21][CH:20]=1. The catalyst class is: 11. (2) Reactant: CC(=[O:7])C(C)(C)C.[OH-].[Na+].[Cl:10][C:11]1[CH:18]=[CH:17][C:14]([CH:15]=[O:16])=[CH:13][CH:12]=1. Product: [Cl:10][C:11]1[CH:18]=[CH:17][C:14]([C:15]([OH:7])=[O:16])=[CH:13][CH:12]=1.[Cl:10][C:11]1[CH:18]=[CH:17][C:14]([CH:15]=[O:16])=[CH:13][CH:12]=1. The catalyst class is: 568. (3) Reactant: [CH:1]1[CH2:5][CH:4]=[CH:3][CH:2]=1.O=[CH:7][C:8]([O:10][CH2:11][CH3:12])=[O:9].[NH4+:13].[Cl-].C(=O)(O)[O-].[Na+]. Product: [CH:2]12[CH2:1][CH:5]([CH:4]=[CH:3]1)[CH:7]([C:8]([O:10][CH2:11][CH3:12])=[O:9])[NH:13]2. The catalyst class is: 6. (4) Reactant: [CH3:1][C:2]1[CH:3]=[C:4]([NH:8][C:9]([NH:11][C:12]2[CH:32]=[CH:31][C:15]([O:16][C:17]3[CH:22]=[CH:21][N:20]=[C:19]([C:23]4[NH:27][CH:26]=[C:25]([C:28](O)=[O:29])[CH:24]=4)[CH:18]=3)=[CH:14][CH:13]=2)=[O:10])[CH:5]=[CH:6][CH:7]=1.CN(C(ON1N=NC2C=CC=NC1=2)=[N+](C)C)C.F[P-](F)(F)(F)(F)F.C(N(CC)C(C)C)(C)C.[NH2:66][CH2:67][CH2:68][CH:69]([O:73][CH2:74][CH3:75])[O:70][CH2:71][CH3:72]. Product: [CH2:71]([O:70][CH:69]([O:73][CH2:74][CH3:75])[CH2:68][CH2:67][NH:66][C:28]([C:25]1[CH:24]=[C:23]([C:19]2[CH:18]=[C:17]([O:16][C:15]3[CH:31]=[CH:32][C:12]([NH:11][C:9]([NH:8][C:4]4[CH:5]=[CH:6][CH:7]=[C:2]([CH3:1])[CH:3]=4)=[O:10])=[CH:13][CH:14]=3)[CH:22]=[CH:21][N:20]=2)[NH:27][CH:26]=1)=[O:29])[CH3:72]. The catalyst class is: 18. (5) Reactant: [NH2:1][N:2]1[CH:11]=[CH:10][C:9]2[N:8]=[CH:7][CH:6]=[CH:5][C:4]=2[C:3]1=[NH2+:12].CC1C=C(C)C=C(C)C=1S([O-])(=O)=O.[Cl:26][CH:27]([Cl:32])[C:28](OC)=O.C([O-])([O-])=O.[K+].[K+]. Product: [Cl:26][CH:27]([Cl:32])[C:28]1[N:12]=[C:3]2[C:4]3[CH:5]=[CH:6][CH:7]=[N:8][C:9]=3[CH:10]=[CH:11][N:2]2[N:1]=1. The catalyst class is: 14. (6) Reactant: [NH2:1][CH2:2][CH:3]1[CH2:6][N:5]([S:7]([C:10]2[C:18]3[C:13](=[N:14][CH:15]=[CH:16][CH:17]=3)[S:12][C:11]=2[NH:19][C:20]2[CH:25]=[CH:24][C:23]([I:26])=[CH:22][C:21]=2[F:27])(=[O:9])=[O:8])[CH2:4]1.C(N(CC)C(C)C)(C)C.Br[CH2:38][C:39]([O:41][CH2:42][CH3:43])=[O:40].CCOC(C)=O. Product: [F:27][C:21]1[CH:22]=[C:23]([I:26])[CH:24]=[CH:25][C:20]=1[NH:19][C:11]1[S:12][C:13]2=[N:14][CH:15]=[CH:16][CH:17]=[C:18]2[C:10]=1[S:7]([N:5]1[CH2:6][CH:3]([CH2:2][NH:1][CH2:38][C:39]([O:41][CH2:42][CH3:43])=[O:40])[CH2:4]1)(=[O:8])=[O:9]. The catalyst class is: 3.